From a dataset of Full USPTO retrosynthesis dataset with 1.9M reactions from patents (1976-2016). Predict the reactants needed to synthesize the given product. (1) Given the product [N:23]1([C:26]2[CH:32]=[CH:31][C:30]([N:33]3[CH2:34][CH2:35][O:36][CH2:37][CH2:38]3)=[CH:29][C:27]=2[NH:28][C:2]2[C:11]3[C:6](=[CH:7][CH:8]=[C:9]([F:12])[CH:10]=3)[N:5]=[C:4]([C:13]3[CH:14]=[N:15][CH:16]=[CH:17][CH:18]=3)[C:3]=2[CH3:19])[CH2:24][CH2:25][O:20][CH2:21][CH2:22]1, predict the reactants needed to synthesize it. The reactants are: Cl[C:2]1[C:11]2[C:6](=[CH:7][CH:8]=[C:9]([F:12])[CH:10]=2)[N:5]=[C:4]([C:13]2[CH:14]=[N:15][CH:16]=[CH:17][CH:18]=2)[C:3]=1[CH3:19].[O:20]1[CH2:25][CH2:24][N:23]([C:26]2[CH:32]=[CH:31][C:30]([N:33]3[CH2:38][CH2:37][O:36][CH2:35][CH2:34]3)=[CH:29][C:27]=2[NH2:28])[CH2:22][CH2:21]1.Cl.O1CCOCC1. (2) The reactants are: [Br:1][C:2]1[O:6][C:5]([CH2:7][OH:8])=[C:4]([CH3:9])[CH:3]=1.[CH2:10]([O:12][C:13](=[O:26])[C@@H:14]([O:23][CH2:24][CH3:25])[CH2:15][C:16]1[CH:21]=[CH:20][C:19](O)=[CH:18][CH:17]=1)[CH3:11]. Given the product [CH2:10]([O:12][C:13](=[O:26])[C@@H:14]([O:23][CH2:24][CH3:25])[CH2:15][C:16]1[CH:21]=[CH:20][C:19]([O:8][CH2:7][C:5]2[O:6][C:2]([Br:1])=[CH:3][C:4]=2[CH3:9])=[CH:18][CH:17]=1)[CH3:11], predict the reactants needed to synthesize it. (3) Given the product [CH2:5]([O:12][C:14]1[N:22]=[C:21]([NH2:23])[N:20]=[C:19]2[C:15]=1[NH:16][CH:17]=[N:18]2)[C:6]1[CH:11]=[CH:10][CH:9]=[CH:8][CH:7]=1, predict the reactants needed to synthesize it. The reactants are: [H-].[Na+].N#N.[CH2:5]([OH:12])[C:6]1[CH:11]=[CH:10][CH:9]=[CH:8][CH:7]=1.Cl[C:14]1[N:22]=[C:21]([NH2:23])[N:20]=[C:19]2[C:15]=1[NH:16][CH:17]=[N:18]2. (4) Given the product [Br:9][C:4]1[N:3]=[C:2]([NH:19][CH2:18][CH2:17][CH2:16][N:10]2[CH2:15][CH2:14][CH2:13][CH2:12][CH2:11]2)[C:7]([NH2:8])=[N:6][CH:5]=1, predict the reactants needed to synthesize it. The reactants are: Br[C:2]1[C:7]([NH2:8])=[N:6][CH:5]=[C:4]([Br:9])[N:3]=1.[N:10]1([CH2:16][CH2:17][CH2:18][NH2:19])[CH2:15][CH2:14][CH2:13][CH2:12][CH2:11]1. (5) Given the product [Cl:14][C:15]1[CH:20]=[N:19][CH:18]=[C:17]([C:13]#[C:12][Si:9]([CH3:11])([CH3:10])[CH3:8])[CH:16]=1, predict the reactants needed to synthesize it. The reactants are: C(N(CC)CC)C.[CH3:8][Si:9]([C:12]#[CH:13])([CH3:11])[CH3:10].[Cl:14][C:15]1[CH:16]=[C:17](OS(C(F)(F)F)(=O)=O)[CH:18]=[N:19][CH:20]=1. (6) The reactants are: [OH-].[K+].[F:3][C:4]([F:28])([F:27])[C:5]1[N:9]2[N:10]=[C:11]([N:14]3[CH2:19][CH2:18][N:17]([C:20]4[CH:25]=[CH:24][C:23]([OH:26])=[CH:22][CH:21]=4)[CH2:16][CH2:15]3)[CH:12]=[CH:13][C:8]2=[N:7][N:6]=1.Br[CH2:30][CH2:31][CH2:32][OH:33]. Given the product [F:28][C:4]([F:3])([F:27])[C:5]1[N:9]2[N:10]=[C:11]([N:14]3[CH2:15][CH2:16][N:17]([C:20]4[CH:25]=[CH:24][C:23]([O:26][CH2:30][CH2:31][CH2:32][OH:33])=[CH:22][CH:21]=4)[CH2:18][CH2:19]3)[CH:12]=[CH:13][C:8]2=[N:7][N:6]=1, predict the reactants needed to synthesize it. (7) Given the product [C:1]([S:5][C:6]1[C:14]2[C:9](=[CH:10][CH:11]=[C:12]([O:15][CH2:16][C:17]3[CH:22]=[CH:21][C:20]([CH3:23])=[CH:19][N:18]=3)[CH:13]=2)[N:8]([CH3:24])[C:7]=1[CH:25]([C:26]1[N:59]=[N:60][NH:61][N:27]=1)[CH2:28][C:29]1[CH:30]=[CH:31][C:32]([C:35]2[CH:40]=[CH:39][C:38]([C:41]([F:43])([F:42])[F:44])=[CH:37][N:36]=2)=[CH:33][CH:34]=1)([CH3:4])([CH3:2])[CH3:3], predict the reactants needed to synthesize it. The reactants are: [C:1]([S:5][C:6]1[C:14]2[C:9](=[CH:10][CH:11]=[C:12]([O:15][CH2:16][C:17]3[CH:22]=[CH:21][C:20]([CH3:23])=[CH:19][N:18]=3)[CH:13]=2)[N:8]([CH3:24])[C:7]=1[CH:25]([CH2:28][C:29]1[CH:34]=[CH:33][C:32]([C:35]2[CH:40]=[CH:39][C:38]([C:41]([F:44])([F:43])[F:42])=[CH:37][N:36]=2)=[CH:31][CH:30]=1)[C:26]#[N:27])([CH3:4])([CH3:3])[CH3:2].C([Sn](=O)CCCC)CCC.C[Si]([N:59]=[N+:60]=[N-:61])(C)C. (8) Given the product [CH3:23][O:22][C:20]1[CH:19]=[C:17]([NH:18][CH2:9][C:8]2[C:3]([NH:2][CH3:1])=[N:4][C:5]([S:11][CH3:12])=[N:6][CH:7]=2)[CH:16]=[C:15]([O:14][CH3:13])[CH:21]=1, predict the reactants needed to synthesize it. The reactants are: [CH3:1][NH:2][C:3]1[C:8]([CH:9]=O)=[CH:7][N:6]=[C:5]([S:11][CH3:12])[N:4]=1.[CH3:13][O:14][C:15]1[CH:16]=[C:17]([CH:19]=[C:20]([O:22][CH3:23])[CH:21]=1)[NH2:18].C([BH3-])#N.[Na+].C(O)(=O)C. (9) The reactants are: O=C1C2(CCN(C(OC(C)(C)C)=O)CC2)[C:9]2[C:4](=[CH:5][C:6]([B:23]3[O:27][C:26]([CH3:29])([CH3:28])[C:25]([CH3:31])([CH3:30])[O:24]3)=[CH:7][CH:8]=2)[NH:3]1.BrC1C=C[C:36]2[C:41](C)([CH3:42])[O:40][C:39](=[O:44])NC=2C=1. Given the product [CH3:36][C:41]1([CH3:42])[O:40][C:39](=[O:44])[NH:3][C:4]2[CH:5]=[C:6]([B:23]3[O:24][C:25]([CH3:31])([CH3:30])[C:26]([CH3:28])([CH3:29])[O:27]3)[CH:7]=[CH:8][C:9]1=2, predict the reactants needed to synthesize it. (10) The reactants are: [CH:1]1[CH:2]=[CH:3][C:4]2[S:14][C:13]3[CH:12]=[CH:11][C:10]([Cl:15])=[CH:9][C:8]=3[N:7]([CH2:16][CH2:17][CH2:18][N:19]3[CH2:24][CH2:23][N:22]([CH2:25][CH2:26][OH:27])[CH2:21][CH2:20]3)[C:5]=2[CH:6]=1.C(Cl)(=O)CCCC.[C:35]([OH:41])(=[O:40])[CH2:36][CH2:37][CH2:38][CH3:39]. Given the product [CH:1]1[CH:2]=[CH:3][C:4]2[S:14][C:13]3[CH:12]=[CH:11][C:10]([Cl:15])=[CH:9][C:8]=3[N:7]([CH2:16][CH2:17][CH2:18][N:19]3[CH2:24][CH2:23][N:22]([CH2:25][CH2:26][OH:27])[CH2:21][CH2:20]3)[C:5]=2[CH:6]=1.[C:35]([O-:41])(=[O:40])[CH2:36][CH2:37][CH2:38][CH3:39], predict the reactants needed to synthesize it.